This data is from Forward reaction prediction with 1.9M reactions from USPTO patents (1976-2016). The task is: Predict the product of the given reaction. (1) Given the reactants [CH3:1][O:2][C:3]1[CH:8]=[CH:7][C:6]([CH2:9][C:10]([NH:12][C:13]2[CH:17]=[CH:16][S:15][C:14]=2[C:18]2[N:19]=[CH:20][N:21](C(C3C=CC=CC=3)(C3C=CC=CC=3)C3C=CC=CC=3)[CH:22]=2)=[O:11])=[CH:5][CH:4]=1, predict the reaction product. The product is: [NH:21]1[CH:22]=[C:18]([C:14]2[S:15][CH:16]=[CH:17][C:13]=2[NH:12][C:10](=[O:11])[CH2:9][C:6]2[CH:7]=[CH:8][C:3]([O:2][CH3:1])=[CH:4][CH:5]=2)[N:19]=[CH:20]1. (2) Given the reactants [CH3:1][C:2]([N+:10]([O-:12])=[O:11])([CH3:9])[CH2:3][CH2:4][C:5](OC)=[O:6].[BH4-].[Na+].[H][H].Cl, predict the reaction product. The product is: [CH3:1][C:2]([N+:10]([O-:12])=[O:11])([CH3:9])[CH2:3][CH2:4][CH2:5][OH:6].